Dataset: NCI-60 drug combinations with 297,098 pairs across 59 cell lines. Task: Regression. Given two drug SMILES strings and cell line genomic features, predict the synergy score measuring deviation from expected non-interaction effect. (1) Drug 1: CCCS(=O)(=O)NC1=C(C(=C(C=C1)F)C(=O)C2=CNC3=C2C=C(C=N3)C4=CC=C(C=C4)Cl)F. Drug 2: CC(C)CN1C=NC2=C1C3=CC=CC=C3N=C2N. Cell line: NCI-H460. Synergy scores: CSS=2.12, Synergy_ZIP=2.63, Synergy_Bliss=5.00, Synergy_Loewe=0.483, Synergy_HSA=2.95. (2) Drug 1: C1=CC(=CC=C1CCC2=CNC3=C2C(=O)NC(=N3)N)C(=O)NC(CCC(=O)O)C(=O)O. Drug 2: C1=NC(=NC(=O)N1C2C(C(C(O2)CO)O)O)N. Cell line: SW-620. Synergy scores: CSS=33.5, Synergy_ZIP=-1.53, Synergy_Bliss=0.630, Synergy_Loewe=-1.72, Synergy_HSA=2.81.